This data is from Full USPTO retrosynthesis dataset with 1.9M reactions from patents (1976-2016). The task is: Predict the reactants needed to synthesize the given product. (1) Given the product [OH:2][C:3]1[CH:4]=[C:5]([CH:8]=[CH:9][C:10]=1[OH:11])[C:6]#[N:7], predict the reactants needed to synthesize it. The reactants are: C[O:2][C:3]1[CH:4]=[C:5]([CH:8]=[CH:9][C:10]=1[O:11]C)[C:6]#[N:7].COC1C=C(C=CC=1O)C#N.[Br-].[Li+]. (2) Given the product [C:2]([C:5]1[C:14]([CH3:15])=[CH:13][C:12]2[C:11]([CH3:17])([CH3:16])[CH2:10][CH2:9][C:8]([CH3:19])([CH3:18])[C:7]=2[CH:6]=1)#[N:3], predict the reactants needed to synthesize it. The reactants are: [Cu][C:2]#[N:3].Br[C:5]1[C:14]([CH3:15])=[CH:13][C:12]2[C:11]([CH3:17])([CH3:16])[CH2:10][CH2:9][C:8]([CH3:19])([CH3:18])[C:7]=2[CH:6]=1.[OH-].[NH4+]. (3) Given the product [NH2:29][C:25]1[N:24]=[C:23](/[CH:22]=[CH:1]/[C:3]2[N:7]([CH2:8][C:9]([OH:11])=[O:10])[CH:6]=[N:5][C:4]=2[C:16]2[CH:17]=[CH:18][CH:19]=[CH:20][CH:21]=2)[CH:28]=[CH:27][N:26]=1, predict the reactants needed to synthesize it. The reactants are: [CH:1]([C:3]1[N:7]([CH2:8][C:9]([O:11]C(C)(C)C)=[O:10])[CH:6]=[N:5][C:4]=1[C:16]1[CH:21]=[CH:20][CH:19]=[CH:18][CH:17]=1)=O.[CH3:22][C:23]1[CH:28]=[CH:27][N:26]=[C:25]([NH2:29])[N:24]=1. (4) Given the product [CH3:1][C:2]1[CH:7]=[CH:6][CH:5]=[CH:4][C:3]=1[C:8]1[C:9]2[CH:16]=[C:15]([O:17][CH2:18][C:19]3[CH:20]=[CH:21][C:22]([C@@H:25]([C:32]#[C:33][CH3:34])[CH2:26][C:27]([OH:29])=[O:28])=[CH:23][CH:24]=3)[CH:14]=[CH:13][C:10]=2[S:11][CH:12]=1, predict the reactants needed to synthesize it. The reactants are: [CH3:1][C:2]1[CH:7]=[CH:6][CH:5]=[CH:4][C:3]=1[C:8]1[C:9]2[CH:16]=[C:15]([O:17][CH2:18][C:19]3[CH:24]=[CH:23][C:22]([C@@H:25]([C:32]#[C:33][CH3:34])[CH2:26][C:27]([O:29]CC)=[O:28])=[CH:21][CH:20]=3)[CH:14]=[CH:13][C:10]=2[S:11][CH:12]=1.[Li+].[OH-].Cl. (5) Given the product [C:1]([C:4]1[C:13](=[O:14])[C:12]2[C:7](=[CH:8][CH:9]=[C:10]([C:15]([O:17][CH2:18][CH3:19])=[O:16])[CH:11]=2)[N:6]([CH3:20])[CH:5]=1)(=[O:3])[CH3:2], predict the reactants needed to synthesize it. The reactants are: [C:1]([C:4]1[C:13](=[O:14])[C:12]2[C:7](=[CH:8][CH:9]=[C:10]([C:15]([O:17][CH2:18][CH3:19])=[O:16])[CH:11]=2)[NH:6][CH:5]=1)(=[O:3])[CH3:2].[C:20](=O)([O-])[O-].[K+].[K+].CI. (6) Given the product [C:9]([O:13][C:14]([N:16]1[CH2:21][CH2:20][CH:19]([O:8][C:4]2[CH:5]=[N:6][CH:7]=[C:2]([Br:1])[CH:3]=2)[CH2:18][CH2:17]1)=[O:15])([CH3:12])([CH3:10])[CH3:11], predict the reactants needed to synthesize it. The reactants are: [Br:1][C:2]1[CH:3]=[C:4]([OH:8])[CH:5]=[N:6][CH:7]=1.[C:9]([O:13][C:14]([N:16]1[CH2:21][CH2:20][CH:19](O)[CH2:18][CH2:17]1)=[O:15])([CH3:12])([CH3:11])[CH3:10].C1C(COC(/N=N\C(OCC2C=CC(Cl)=CC=2)=O)=O)=CC=C(Cl)C=1.C1(P(C2C=CC=CC=2)C2C=CC=CC=2)C=CC=CC=1.